This data is from Reaction yield outcomes from USPTO patents with 853,638 reactions. The task is: Predict the reaction yield, written as a fraction of the theoretical maximum amount of product (1.0 means a 100% yield; for example, 0.34 means a 34% yield). (1) The reactants are [CH3:1][N:2]1[CH2:7][CH2:6][N:5]([C:8]([C:10]2[CH:15]=[CH:14][C:13]([N+:16]([O-])=O)=[CH:12][CH:11]=2)=[O:9])[CH2:4][CH2:3]1. The catalyst is CO.[Pd]. The product is [NH2:16][C:13]1[CH:12]=[CH:11][C:10]([C:8]([N:5]2[CH2:4][CH2:3][N:2]([CH3:1])[CH2:7][CH2:6]2)=[O:9])=[CH:15][CH:14]=1. The yield is 0.890. (2) The reactants are [Si]([O:18][CH:19]1[CH2:23][CH2:22][N:21]([C:24]2[CH:29]=[CH:28][CH:27]=[CH:26][C:25]=2[S:30]([NH:33][C:34]2[S:35][CH:36]=[CH:37][N:38]=2)(=[O:32])=[O:31])[C:20]1=[O:39])(C(C)(C)C)(C1C=CC=CC=1)C1C=CC=CC=1.[F-].C([N+](CCCC)(CCCC)CCCC)CCC.O. The catalyst is C1COCC1. The product is [OH:18][CH:19]1[CH2:23][CH2:22][N:21]([C:24]2[CH:29]=[CH:28][CH:27]=[CH:26][C:25]=2[S:30]([NH:33][C:34]2[S:35][CH:36]=[CH:37][N:38]=2)(=[O:31])=[O:32])[C:20]1=[O:39]. The yield is 0.760. (3) The reactants are Br[C:2]1[CH:3]=[CH:4][C:5]([C:8]([O:10][CH3:11])=[O:9])=[N:6][CH:7]=1.[F:12][C:13]([CH3:33])([CH3:32])[CH2:14][N:15]1[CH2:20][CH2:19][CH:18]([CH2:21][O:22][C:23]2[CH:28]=[CH:27][C:26](B(O)O)=[CH:25][CH:24]=2)[CH2:17][CH2:16]1.C([O-])([O-])=O.[Cs+].[Cs+]. The catalyst is O1CCOCC1.O. The product is [F:12][C:13]([CH3:33])([CH3:32])[CH2:14][N:15]1[CH2:20][CH2:19][CH:18]([CH2:21][O:22][C:23]2[CH:24]=[CH:25][C:26]([C:2]3[CH:3]=[CH:4][C:5]([C:8]([O:10][CH3:11])=[O:9])=[N:6][CH:7]=3)=[CH:27][CH:28]=2)[CH2:17][CH2:16]1. The yield is 0.180. (4) The reactants are [CH3:1][C:2]1([CH3:12])[O:6][C:5](=[CH:7][C:8](Cl)=[O:9])[C:4](=[O:11])[O:3]1.[CH:13]([O:16][C:17]1[CH:26]=[CH:25][CH:24]=[CH:23][C:18]=1[CH2:19][NH:20][O:21][CH3:22])([CH3:15])[CH3:14]. No catalyst specified. The product is [CH3:1][C:2]1([CH3:12])[O:6][C:5](=[CH:7][C:8]([N:20]([CH2:19][C:18]2[CH:23]=[CH:24][CH:25]=[CH:26][C:17]=2[O:16][CH:13]([CH3:15])[CH3:14])[O:21][CH3:22])=[O:9])[C:4](=[O:11])[O:3]1. The yield is 0.930.